Task: Predict the reactants needed to synthesize the given product.. Dataset: Full USPTO retrosynthesis dataset with 1.9M reactions from patents (1976-2016) (1) The reactants are: [F:1][C:2]1[CH:3]=[C:4]([C:9]2[N:14]3[N:15]=[C:16]([CH3:19])[C:17](I)=[C:13]3[N:12]=[C:11]([N:20]3[CH2:24][CH2:23][CH2:22][C@H:21]3[CH2:25][OH:26])[CH:10]=2)[CH:5]=[CH:6][C:7]=1[F:8].[CH2:27]([O:29][C:30]1[CH:35]=[CH:34][C:33](B(O)O)=[CH:32][CH:31]=1)[CH3:28].C1(C)C=CC=CC=1.C([O-])(O)=O.[Na+]. Given the product [F:1][C:2]1[CH:3]=[C:4]([C:9]2[N:14]3[N:15]=[C:16]([CH3:19])[C:17]([C:33]4[CH:34]=[CH:35][C:30]([O:29][CH2:27][CH3:28])=[CH:31][CH:32]=4)=[C:13]3[N:12]=[C:11]([N:20]3[CH2:24][CH2:23][CH2:22][C@H:21]3[CH2:25][OH:26])[CH:10]=2)[CH:5]=[CH:6][C:7]=1[F:8], predict the reactants needed to synthesize it. (2) Given the product [CH3:13][C:14]1[CH:15]=[C:16]([CH2:17][CH2:18][CH3:19])[NH:27][C:25](=[O:26])[C:24]=1[C:22]#[N:23], predict the reactants needed to synthesize it. The reactants are: C(OC(=O)CCC)C.CC(C)=O.[CH3:13][C:14](=O)[CH2:15][C:16](=O)[CH2:17][CH2:18][CH3:19].[C:22]([CH2:24][C:25]([NH2:27])=[O:26])#[N:23].N1CCCCC1. (3) Given the product [CH2:25]([N:27]([CH2:28][CH2:29][OH:30])[C:51]([C:36]1[CH:37]=[C:38]2[C:33](=[CH:34][CH:35]=1)[N:32]([CH3:31])[C:44]1[CH2:43][CH2:42][CH:41]([CH:45]3[CH2:50][CH2:49][O:48][CH2:47][CH2:46]3)[CH2:40][C:39]2=1)=[O:52])[CH3:26], predict the reactants needed to synthesize it. The reactants are: CN(C(ON1N=NC2C=CC=NC1=2)=[N+](C)C)C.F[P-](F)(F)(F)(F)F.[CH2:25]([NH:27][CH2:28][CH2:29][OH:30])[CH3:26].[CH3:31][N:32]1[C:44]2[CH2:43][CH2:42][CH:41]([CH:45]3[CH2:50][CH2:49][O:48][CH2:47][CH2:46]3)[CH2:40][C:39]=2[C:38]2[C:33]1=[CH:34][CH:35]=[C:36]([C:51](O)=[O:52])[CH:37]=2.C(N(CC)C(C)C)(C)C. (4) Given the product [OH:4][CH2:3][CH2:2][O:5][C:6]1[CH:7]=[CH:8][C:9]([N:12]2[C:17](=[O:18])[CH:16]=[CH:15][C:14]3[C:19]([C:27]4[CH:28]=[CH:29][CH:30]=[CH:31][CH:32]=4)=[C:20]([C:22]([O:24][CH2:25][CH3:26])=[O:23])[S:21][C:13]2=3)=[CH:10][CH:11]=1, predict the reactants needed to synthesize it. The reactants are: Br[CH2:2][CH2:3][OH:4].[OH:5][C:6]1[CH:11]=[CH:10][C:9]([N:12]2[C:17](=[O:18])[CH:16]=[CH:15][C:14]3[C:19]([C:27]4[CH:32]=[CH:31][CH:30]=[CH:29][CH:28]=4)=[C:20]([C:22]([O:24][CH2:25][CH3:26])=[O:23])[S:21][C:13]2=3)=[CH:8][CH:7]=1.C([O-])([O-])=O.[Cs+].[Cs+]. (5) Given the product [C:1]([C:5]1[N:6]=[C:7]([N:16]2[CH2:20][CH2:19][C:18]([F:21])([F:22])[CH2:17]2)[C:8]2[C:9](=[N:11][N:12]([CH2:14][C:15]3[O:49][N:48]=[C:47]([CH3:50])[N:46]=3)[N:13]=2)[N:10]=1)([CH3:2])([CH3:3])[CH3:4], predict the reactants needed to synthesize it. The reactants are: [C:1]([C:5]1[N:6]=[C:7]([N:16]2[CH2:20][CH2:19][C:18]([F:22])([F:21])[CH2:17]2)[C:8]2[C:9](=[N:11][N:12]([CH2:14][CH3:15])[N:13]=2)[N:10]=1)([CH3:4])([CH3:3])[CH3:2].C(C1N=C(N2CCC(F)(F)C2)C2N=NNC=2N=1)(C)(C)C.ClCC1[O:49][N:48]=[C:47]([CH3:50])[N:46]=1. (6) Given the product [CH3:35][O:34][C:32](=[O:33])[CH2:31][O:26][C:20]1[C:21]([CH:23]([CH3:24])[CH3:25])=[CH:22][C:17]([C:9]2[C:10]3[C:14]([CH3:15])=[C:13]([CH3:16])[S:12][C:11]=3[C:2]([Br:1])=[C:3]3[C:8]=2[CH:7]=[CH:6][CH:5]=[CH:4]3)=[CH:18][C:19]=1[CH:27]([CH3:29])[CH3:28], predict the reactants needed to synthesize it. The reactants are: [Br:1][C:2]1[C:11]2[S:12][C:13]([CH3:16])=[C:14]([CH3:15])[C:10]=2[C:9]([C:17]2[CH:22]=[C:21]([CH:23]([CH3:25])[CH3:24])[C:20]([OH:26])=[C:19]([CH:27]([CH3:29])[CH3:28])[CH:18]=2)=[C:8]2[C:3]=1[CH:4]=[CH:5][CH:6]=[CH:7]2.Br[CH2:31][C:32]([O:34][CH3:35])=[O:33].C(=O)([O-])[O-].[K+].[K+]. (7) Given the product [Br:1][C:2]1[CH:3]=[CH:4][CH:5]=[C:6]2[C:10]=1[NH:9][N:8]=[C:7]2[N:11]1[C:15](=[O:16])[C:14]2[C:13](=[CH:21][CH:20]=[CH:19][CH:18]=2)[C:12]1=[O:22], predict the reactants needed to synthesize it. The reactants are: [Br:1][C:2]1[CH:3]=[CH:4][CH:5]=[C:6]2[C:10]=1[NH:9][N:8]=[C:7]2[NH2:11].[C:12](O)(=[O:22])[C:13]1[C:14](=[CH:18][CH:19]=[CH:20][CH:21]=1)[C:15](O)=[O:16].